Task: Predict which catalyst facilitates the given reaction.. Dataset: Catalyst prediction with 721,799 reactions and 888 catalyst types from USPTO (1) Reactant: Br[C:2]1[C:10]2[C:6](=[N:7][N:8]([CH2:11][CH:12]([CH3:14])[CH3:13])[N:9]=2)[C:5](Br)=[CH:4][CH:3]=1.[CH:16]([O:19][C:20]1[CH:25]=[CH:24][C:23](B(O)O)=[CH:22][CH:21]=1)([CH3:18])[CH3:17].[C:29](=O)([O-])[O-].[Na+].[Na+].[C:35]1(C)[CH:40]=[CH:39][CH:38]=[CH:37][CH:36]=1.[CH2:42]([OH:46])[CH2:43]CC. Product: [CH:16]([O:19][C:20]1[CH:25]=[CH:24][C:23]([C:2]2[C:10]3[C:6](=[N:7][N:8]([CH2:11][CH:12]([CH3:14])[CH3:13])[N:9]=3)[C:5]([C:38]3[CH:37]=[CH:36][C:35]([O:46][CH:42]([CH3:43])[CH3:29])=[CH:40][CH:39]=3)=[CH:4][CH:3]=2)=[CH:22][CH:21]=1)([CH3:18])[CH3:17]. The catalyst class is: 257. (2) Reactant: [NH2:1][C@H:2]1[CH2:7][CH2:6][C@H:5]([C:8]([O:10][CH2:11][CH3:12])=[O:9])[CH2:4][CH2:3]1.C(N(CC)CC)C.[CH3:20][Si:21]([CH3:36])([CH3:35])[CH2:22][CH2:23][O:24][C:25](ON1C(=O)CCC1=O)=[O:26]. Product: [CH3:20][Si:21]([CH3:36])([CH3:35])[CH2:22][CH2:23][O:24][C:25]([NH:1][C@H:2]1[CH2:3][CH2:4][C@H:5]([C:8]([O:10][CH2:11][CH3:12])=[O:9])[CH2:6][CH2:7]1)=[O:26]. The catalyst class is: 38. (3) Reactant: [CH3:1][C:2]1[CH:3]=[C:4]([CH:6]=[C:7]([CH3:9])[CH:8]=1)[NH2:5].[F:10][C:11]([F:22])([F:21])[C:12](O[C:12](=[O:13])[C:11]([F:22])([F:21])[F:10])=[O:13].[Br:23]Br.O. Product: [Br:23][C:8]1[C:7]([CH3:9])=[CH:6][C:4]([NH:5][C:12](=[O:13])[C:11]([F:22])([F:21])[F:10])=[CH:3][C:2]=1[CH3:1]. The catalyst class is: 2. (4) Reactant: [C:1]([O:5][C:6](=[O:27])[NH:7][C:8]([CH2:21][O:22][CH2:23][CH2:24][C:25]#[N:26])([CH2:15][O:16][CH2:17][CH2:18][C:19]#[N:20])[CH2:9][O:10][CH2:11][CH2:12][C:13]#[N:14])([CH3:4])([CH3:3])[CH3:2].Cl.[OH-].[Na+]. Product: [C:1]([O:5][C:6](=[O:27])[NH:7][C:8]([CH2:9][O:10][CH2:11][CH2:12][CH2:13][NH2:14])([CH2:21][O:22][CH2:23][CH2:24][CH2:25][NH2:26])[CH2:15][O:16][CH2:17][CH2:18][CH2:19][NH2:20])([CH3:2])([CH3:4])[CH3:3]. The catalyst class is: 1. (5) Reactant: [NH2:1][C:2]1([C:17]([O:19]C)=O)[CH:15]2[CH:10]([CH2:11][CH2:12][CH2:13][CH2:14]2)[O:9][C:8]2[C:3]1=[CH:4][C:5]([Br:16])=[CH:6][CH:7]=2.[N:21]([CH3:24])=[C:22]=[S:23].C(N(CC)CC)C. Product: [Br:16][C:5]1[CH:4]=[C:3]2[C:8]([O:9][CH:10]3[CH:15]([C:2]42[C:17](=[O:19])[N:21]([CH3:24])[C:22](=[S:23])[NH:1]4)[CH2:14][CH2:13][CH2:12][CH2:11]3)=[CH:7][CH:6]=1. The catalyst class is: 3. (6) Reactant: Br[C:2]1[C:10]2[O:9][CH2:8][C@@H:7]([N:11]([C:26](=[O:31])[C:27]([F:30])([F:29])[F:28])[C:12]3[CH:25]=[CH:24][C:15]4[C@H:16]([CH2:19][C:20]([O:22][CH3:23])=[O:21])[CH2:17][O:18][C:14]=4[CH:13]=3)[C:6]=2[CH:5]=[CH:4][CH:3]=1.[F:32][C:33]1[CH:34]=[CH:35][C:36]([NH2:39])=[N:37][CH:38]=1.C(=O)([O-])[O-].[Cs+].[Cs+].C1(P(C2C=CC=CC=2)C2C3OC4C(=CC=CC=4P(C4C=CC=CC=4)C4C=CC=CC=4)C(C)(C)C=3C=CC=2)C=CC=CC=1. Product: [F:32][C:33]1[CH:34]=[CH:35][C:36]([NH:39][C:2]2[C:10]3[O:9][CH2:8][C@@H:7]([N:11]([C:26](=[O:31])[C:27]([F:30])([F:29])[F:28])[C:12]4[CH:25]=[CH:24][C:15]5[C@H:16]([CH2:19][C:20]([O:22][CH3:23])=[O:21])[CH2:17][O:18][C:14]=5[CH:13]=4)[C:6]=3[CH:5]=[CH:4][CH:3]=2)=[N:37][CH:38]=1. The catalyst class is: 491. (7) Reactant: [CH2:1]([O:3][C:4]1[CH:39]=[CH:38][C:7]([C:8]([NH:10][CH2:11][CH2:12][NH:13][C:14]([C:16]2[C:17]([C:34]([F:37])([F:36])[F:35])=[N:18][N:19]([C:21]3[CH:33]=[CH:32][CH:31]=[CH:30][C:22]=3[O:23][CH2:24][C:25]([O:27]CC)=[O:26])[CH:20]=2)=[O:15])=[O:9])=[CH:6][CH:5]=1)[CH3:2].O.[OH-].[Li+]. Product: [CH2:1]([O:3][C:4]1[CH:5]=[CH:6][C:7]([C:8]([NH:10][CH2:11][CH2:12][NH:13][C:14]([C:16]2[C:17]([C:34]([F:35])([F:36])[F:37])=[N:18][N:19]([C:21]3[CH:33]=[CH:32][CH:31]=[CH:30][C:22]=3[O:23][CH2:24][C:25]([OH:27])=[O:26])[CH:20]=2)=[O:15])=[O:9])=[CH:38][CH:39]=1)[CH3:2]. The catalyst class is: 5.